Dataset: Reaction yield outcomes from USPTO patents with 853,638 reactions. Task: Predict the reaction yield, written as a fraction of the theoretical maximum amount of product (1.0 means a 100% yield; for example, 0.34 means a 34% yield). (1) The reactants are [CH3:1][C:2]1[CH:7]=[C:6]([N+:8]([O-:10])=[O:9])[C:5](Cl)=[CH:4][C:3]=1[OH:12].[C:13]([NH:16][C:17]1[CH:22]=[CH:21][C:20]([SH:23])=[CH:19][CH:18]=1)(=[O:15])[CH3:14].C(=O)([O-])[O-].[Cs+].[Cs+]. The catalyst is CN(C=O)C.C(OCC)(=O)C. The product is [OH:12][C:3]1[C:2]([CH3:1])=[CH:7][C:6]([N+:8]([O-:10])=[O:9])=[C:5]([S:23][C:20]2[CH:19]=[CH:18][C:17]([NH:16][C:13](=[O:15])[CH3:14])=[CH:22][CH:21]=2)[CH:4]=1. The yield is 0.810. (2) The product is [CH2:1]([O:3][C:4]([C:6]1[NH:10][CH:9]=[C:8]([CH2:11][CH2:12][CH2:13][C:14]([OH:16])=[O:15])[CH:7]=1)=[O:5])[CH3:2]. The reactants are [CH2:1]([O:3][C:4]([C:6]1[NH:10][CH:9]=[C:8]([C:11](=O)[CH2:12][CH2:13][C:14]([OH:16])=[O:15])[CH:7]=1)=[O:5])[CH3:2].C([SiH](CC)CC)C. The yield is 0.300. The catalyst is C(O)(C(F)(F)F)=O. (3) The reactants are [CH3:1][C:2]1[C:3]([C:30]2[CH:35]=[CH:34][CH:33]=[CH:32][CH:31]=2)=[C:4]([O:12][C:13]2[CH:18]=[CH:17][C:16](/[CH:19]=[CH:20]/[C:21]([O:23]CC)=[O:22])=[C:15]([C:26]([F:29])([F:28])[F:27])[CH:14]=2)[C:5]2[C:10]([CH:11]=1)=[CH:9][CH:8]=[CH:7][CH:6]=2.CCO.[OH-].[Na+]. The catalyst is C1COCC1. The product is [CH3:1][C:2]1[C:3]([C:30]2[CH:35]=[CH:34][CH:33]=[CH:32][CH:31]=2)=[C:4]([O:12][C:13]2[CH:18]=[CH:17][C:16](/[CH:19]=[CH:20]/[C:21]([OH:23])=[O:22])=[C:15]([C:26]([F:29])([F:28])[F:27])[CH:14]=2)[C:5]2[C:10]([CH:11]=1)=[CH:9][CH:8]=[CH:7][CH:6]=2. The yield is 0.990. (4) The reactants are [Br:1][C:2]1[CH:3]=[C:4]([CH:7]=[CH:8][C:9]=1[O:10][C:11]1[CH:16]=[CH:15][C:14]([F:17])=[CH:13][C:12]=1[F:18])[CH:5]=[O:6].C(O)C.[BH4-].[Na+]. The catalyst is O1CCCC1. The product is [Br:1][C:2]1[CH:3]=[C:4]([CH2:5][OH:6])[CH:7]=[CH:8][C:9]=1[O:10][C:11]1[CH:16]=[CH:15][C:14]([F:17])=[CH:13][C:12]=1[F:18]. The yield is 0.980. (5) The reactants are Cl[C:2]1[CH:10]=[CH:9][C:5]([C:6]([NH2:8])=[O:7])=[C:4]([NH:11][C:12]2[CH:17]=[CH:16][C:15]([C:18]([N:20]3[CH2:25][CH2:24][O:23][CH2:22][CH2:21]3)=[O:19])=[C:14]([N:26]([CH3:31])[S:27]([CH3:30])(=[O:29])=[O:28])[CH:13]=2)[N:3]=1.C(O)(C(F)(F)F)=O.[NH:39]1[CH2:44][CH2:43][O:42][CH2:41][CH2:40]1. No catalyst specified. The product is [CH3:31][N:26]([S:27]([CH3:30])(=[O:29])=[O:28])[C:14]1[CH:13]=[C:12]([NH:11][C:4]2[N:3]=[C:2]([N:39]3[CH2:44][CH2:43][O:42][CH2:41][CH2:40]3)[CH:10]=[CH:9][C:5]=2[C:6]([NH2:8])=[O:7])[CH:17]=[CH:16][C:15]=1[C:18]([N:20]1[CH2:25][CH2:24][O:23][CH2:22][CH2:21]1)=[O:19]. The yield is 0.380. (6) The yield is 0.390. The product is [F:26][C:20]1[CH:21]=[C:22]([F:25])[CH:23]=[CH:24][C:19]=1[N:15]1[C:14]([C:8]2[N:7]=[C:6]3[C:5]4[CH:27]=[N:28][C:2]([N:29]5[CH2:36][CH2:35][CH2:34][C@H:30]5[C:31]([NH2:33])=[O:32])=[CH:3][C:4]=4[O:13][CH2:12][CH2:11][N:10]3[CH:9]=2)=[N:18][CH:17]=[N:16]1. The catalyst is CN1CCCC1=O.ClCCl. The reactants are Cl[C:2]1[N:28]=[CH:27][C:5]2[C:6]3[N:10]([CH2:11][CH2:12][O:13][C:4]=2[CH:3]=1)[CH:9]=[C:8]([C:14]1[N:15]([C:19]2[CH:24]=[CH:23][C:22]([F:25])=[CH:21][C:20]=2[F:26])[N:16]=[CH:17][N:18]=1)[N:7]=3.[NH:29]1[CH2:36][CH2:35][CH2:34][C@H:30]1[C:31]([NH2:33])=[O:32].C(N(CC)CC)C.[NH4+].[Cl-]. (7) The reactants are C[C:2]1[C:3]([C:11]2[S:12][CH:13]=[C:14]([C:16]3[CH:21]=[CH:20][C:19]([Cl:22])=[CH:18][CH:17]=3)[N:15]=2)=[C:4]([CH:8]=[CH:9][N:10]=1)[C:5]([OH:7])=O.C[CH2:24][N:25]=[C:26]=NCCCN(C)C.C1C=CC2N(O)N=NC=2C=1.CNC. The catalyst is CO.CN(C)C=O. The product is [Cl:22][C:19]1[CH:18]=[CH:17][C:16]([C:14]2[N:15]=[C:11]([C:3]3[CH:2]=[N:10][CH:9]=[CH:8][C:4]=3[C:5]([N:25]([CH3:26])[CH3:24])=[O:7])[S:12][CH:13]=2)=[CH:21][CH:20]=1. The yield is 0.350. (8) The reactants are [OH-].[Na+].[F:3][C:4]1[CH:9]=[CH:8][CH:7]=[CH:6][C:5]=1[CH:10]([C:15]([O:17]C)=[O:16])[C:11]([O:13]C)=[O:12].Cl. The product is [F:3][C:4]1[CH:9]=[CH:8][CH:7]=[CH:6][C:5]=1[CH:10]([C:11]([OH:13])=[O:12])[C:15]([OH:17])=[O:16]. The yield is 0.940. The catalyst is [Cl-].C[N+](C)(C)C.O. (9) The reactants are [CH2:1]([O:8][C:9]1[CH:10]=[C:11]([CH:24]=O)[C:12]2[S:16][C:15]([NH:17][C:18]([NH:20][CH2:21][CH3:22])=[O:19])=[N:14][C:13]=2[CH:23]=1)[C:2]1[CH:7]=[CH:6][CH:5]=[CH:4][CH:3]=1.Cl.[O:27]([NH2:29])[CH3:28].CCN(C(C)C)C(C)C. The catalyst is CN(C=O)C. The product is [CH2:1]([O:8][C:9]1[CH:10]=[C:11](/[CH:24]=[N:29]/[O:27][CH3:28])[C:12]2[S:16][C:15]([NH:17][C:18]([NH:20][CH2:21][CH3:22])=[O:19])=[N:14][C:13]=2[CH:23]=1)[C:2]1[CH:3]=[CH:4][CH:5]=[CH:6][CH:7]=1. The yield is 0.700.